Dataset: Reaction yield outcomes from USPTO patents with 853,638 reactions. Task: Predict the reaction yield, written as a fraction of the theoretical maximum amount of product (1.0 means a 100% yield; for example, 0.34 means a 34% yield). (1) The reactants are C(O[C:6]([N:8](C)[CH2:9][CH:10]([OH:15])[C:11]([O:13][CH3:14])=[O:12])=O)(C)(C)C.[ClH:17].C(OCC)(=O)C. No catalyst specified. The product is [ClH:17].[OH:15][CH:10]([CH2:9][NH:8][CH3:6])[C:11]([O:13][CH3:14])=[O:12]. The yield is 1.00. (2) The reactants are [CH3:1][N:2]1[CH2:7][CH2:6][CH2:5][CH2:4][CH:3]1[CH2:8]O.C(N(C(C)C)CC)(C)C.CS(Cl)(=O)=[O:21].C([NH:27][C@:28]1([C:45](NC(C)(C)C)=[O:46])[C@@H:32]([CH2:33][CH2:34][CH2:35][B:36]2[O:40]C(C)(C)C(C)(C)[O:37]2)[CH2:31][NH:30][CH2:29]1)(=O)C. The catalyst is C(#N)C. The product is [NH2:27][C@:28]1([C:45]([OH:46])=[O:21])[C@@H:32]([CH2:33][CH2:34][CH2:35][B:36]([OH:37])[OH:40])[CH2:31][N:30]([CH2:8][CH:3]2[CH2:4][CH2:5][CH2:6][CH2:7][N:2]2[CH3:1])[CH2:29]1. The yield is 0.550. (3) The reactants are [OH:1][C:2]1[CH:7]=[C:6]([CH3:8])[C:5]([C:9]2[CH:14]=[CH:13][CH:12]=[C:11]([CH2:15][O:16][C:17]3[CH:22]=[CH:21][C:20]([C:23]4([CH2:27][C:28]([O:30][CH2:31][CH3:32])=[O:29])[CH2:26][O:25][CH2:24]4)=[CH:19][CH:18]=3)[CH:10]=2)=[C:4]([CH3:33])[CH:3]=1.[CH3:34][C:35]1[CH:40]=CC(S(OCCC(C)C)(=O)=O)=[CH:37][CH:36]=1.C(=O)([O-])[O-].[Cs+].[Cs+]. The catalyst is CN(C=O)C. The product is [CH2:37]([O:1][C:2]1[CH:3]=[C:4]([CH3:33])[C:5]([C:9]2[CH:14]=[CH:13][CH:12]=[C:11]([CH2:15][O:16][C:17]3[CH:22]=[CH:21][C:20]([C:23]4([CH2:27][C:28]([O:30][CH2:31][CH3:32])=[O:29])[CH2:24][O:25][CH2:26]4)=[CH:19][CH:18]=3)[CH:10]=2)=[C:6]([CH3:8])[CH:7]=1)[CH2:36][CH:35]([CH3:40])[CH3:34]. The yield is 0.781. (4) The reactants are [CH3:1][C:2]1[O:6][N:5]=[C:4]([C:7]2[CH:12]=[CH:11][CH:10]=[CH:9][CH:8]=2)[C:3]=1[CH2:13][O:14][C:15]1[CH:23]=[CH:22][C:18]([C:19]([OH:21])=O)=[CH:17][N:16]=1.[NH2:24][C@H:25]([CH2:28][CH3:29])[CH2:26][OH:27]. No catalyst specified. The product is [OH:27][CH2:26][C@H:25]([NH:24][C:19](=[O:21])[C:18]1[CH:22]=[CH:23][C:15]([O:14][CH2:13][C:3]2[C:4]([C:7]3[CH:8]=[CH:9][CH:10]=[CH:11][CH:12]=3)=[N:5][O:6][C:2]=2[CH3:1])=[N:16][CH:17]=1)[CH2:28][CH3:29]. The yield is 0.850.